Dataset: Peptide-MHC class II binding affinity with 134,281 pairs from IEDB. Task: Regression. Given a peptide amino acid sequence and an MHC pseudo amino acid sequence, predict their binding affinity value. This is MHC class II binding data. (1) The peptide sequence is AGWLADQTVRYPI. The MHC is DRB1_0301 with pseudo-sequence DRB1_0301. The binding affinity (normalized) is 0.725. (2) The peptide sequence is DQRGSGQVVTYALNT. The binding affinity (normalized) is 0.434. The MHC is DRB1_0901 with pseudo-sequence DRB1_0901. (3) The peptide sequence is ALISKYAGINVLN. The MHC is HLA-DQA10501-DQB10301 with pseudo-sequence HLA-DQA10501-DQB10301. The binding affinity (normalized) is 0.158. (4) The peptide sequence is INEPTAAAIAYGGDR. The MHC is HLA-DQA10401-DQB10402 with pseudo-sequence HLA-DQA10401-DQB10402. The binding affinity (normalized) is 0.527. (5) The peptide sequence is INLIIHYVHRAGALG. The MHC is DRB1_0405 with pseudo-sequence DRB1_0405. The binding affinity (normalized) is 0.692.